This data is from Forward reaction prediction with 1.9M reactions from USPTO patents (1976-2016). The task is: Predict the product of the given reaction. (1) Given the reactants CC1C=CC(S([O:11][CH2:12][C:13]23[CH2:20][CH2:19][C:16]([C:21]4[CH:26]=[CH:25][CH:24]=[C:23]([O:27][C:28]5[CH:33]=[CH:32][CH:31]=[CH:30][CH:29]=5)[CH:22]=4)([CH2:17][CH2:18]2)[O:15][CH2:14]3)(=O)=O)=CC=1.[C:34]([O-])(=[O:36])[CH3:35].[Na+], predict the reaction product. The product is: [C:34]([O:11][CH2:12][C:13]12[CH2:18][CH2:17][C:16]([C:21]3[CH:26]=[CH:25][CH:24]=[C:23]([O:27][C:28]4[CH:29]=[CH:30][CH:31]=[CH:32][CH:33]=4)[CH:22]=3)([CH2:19][CH2:20]1)[O:15][CH2:14]2)(=[O:36])[CH3:35]. (2) Given the reactants [CH3:1][CH2:2][CH2:3][C:4]1[N:8]([CH2:9][C:10]2[CH:15]=[CH:14][C:13]([C:16]3[C:21]([C:22]4[N:26](C(C5C=CC=CC=5)(C5C=CC=CC=5)C5C=CC=CC=5)[N:25]=[N:24][N:23]=4)=[CH:20][CH:19]=[CH:18][CH:17]=3)=[CH:12][CH:11]=2)[C:7]([C:46]([O:48][CH2:49][C:50]2[O:55][C:53](=[O:54])[O:52][C:51]=2[CH3:56])=[O:47])=[C:6]([C:57]([OH:60])([CH3:59])[CH3:58])[N:5]=1.Br, predict the reaction product. The product is: [CH3:1][CH2:2][CH2:3][C:4]1[N:8]([CH2:9][C:10]2[CH:11]=[CH:12][C:13]([C:16]3[CH:17]=[CH:18][CH:19]=[CH:20][C:21]=3[C:22]3[NH:26][N:25]=[N:24][N:23]=3)=[CH:14][CH:15]=2)[C:7]([C:46]([O:48][CH2:49][C:50]2[O:55][C:53](=[O:54])[O:52][C:51]=2[CH3:56])=[O:47])=[C:6]([C:57]([OH:60])([CH3:59])[CH3:58])[N:5]=1.